From a dataset of Catalyst prediction with 721,799 reactions and 888 catalyst types from USPTO. Predict which catalyst facilitates the given reaction. (1) Reactant: [F:1][CH:2]1[CH2:5][N:4]([C:6]2[N:11]=[CH:10][N:9]=[C:8]3[N:12]([CH3:16])[N:13]=[C:14](I)[C:7]=23)[CH2:3]1.[CH3:17][N:18]1[CH:22]=[C:21](B2OC(C)(C)C(C)(C)O2)[CH:20]=[N:19]1.C1(P(C2CCCCC2)C2CCCCC2)CCCCC1.P([O-])([O-])([O-])=O.[K+].[K+].[K+]. Product: [F:1][CH:2]1[CH2:5][N:4]([C:6]2[N:11]=[CH:10][N:9]=[C:8]3[N:12]([CH3:16])[N:13]=[C:14]([C:21]4[CH:20]=[N:19][N:18]([CH3:17])[CH:22]=4)[C:7]=23)[CH2:3]1. The catalyst class is: 333. (2) Reactant: [CH2:1]([NH:8][C:9]1[C:18]2[C:13](=[CH:14][CH:15]=[CH:16][C:17]=2[C:19]2[CH:24]=[CH:23][CH:22]=[CH:21][CH:20]=2)[C:12]([C:25]2[CH:26]=[C:27]([S:31]([NH:34][C:35]([CH3:38])([CH3:37])[CH3:36])(=[O:33])=[O:32])[CH:28]=[N:29][CH:30]=2)=[C:11](Cl)[N:10]=1)[C:2]1[CH:7]=[CH:6][CH:5]=[CH:4][CH:3]=1.[CH3:40][S-:41].[Na+]. Product: [CH2:1]([NH:8][C:9]1[C:18]2[C:13](=[CH:14][CH:15]=[CH:16][C:17]=2[C:19]2[CH:24]=[CH:23][CH:22]=[CH:21][CH:20]=2)[C:12]([C:25]2[CH:26]=[C:27]([S:31]([NH:34][C:35]([CH3:38])([CH3:37])[CH3:36])(=[O:33])=[O:32])[CH:28]=[N:29][CH:30]=2)=[C:11]([S:41][CH3:40])[N:10]=1)[C:2]1[CH:7]=[CH:6][CH:5]=[CH:4][CH:3]=1. The catalyst class is: 18. (3) Reactant: [C:1](Cl)(=[O:8])[C:2]1[CH:7]=[CH:6][CH:5]=[CH:4][CH:3]=1.FC(F)(F)C(O)=O.[CH2:17]([O:21][C:22]1[CH:27]=[C:26](/[CH:28]=[C:29](\[CH3:35])/[C:30]([O:32][CH2:33][CH3:34])=[O:31])[CH:25]=[CH:24][C:23]=1[C:36]1[CH:41]=[CH:40][CH:39]=[C:38]([CH2:42][NH:43][CH3:44])[CH:37]=1)[CH2:18][CH2:19][CH3:20].C(N(CC)CC)C.Cl. Product: [C:1]([CH2:44][NH:43][CH2:42][C:38]1[CH:37]=[C:36]([C:23]2[CH:24]=[CH:25][C:26](/[CH:28]=[C:29](\[CH3:35])/[C:30]([O:32][CH2:33][CH3:34])=[O:31])=[CH:27][C:22]=2[O:21][CH2:17][CH2:18][CH2:19][CH3:20])[CH:41]=[CH:40][CH:39]=1)(=[O:8])[C:2]1[CH:7]=[CH:6][CH:5]=[CH:4][CH:3]=1. The catalyst class is: 119. (4) Reactant: [CH3:1][C:2]1[C:7]([CH3:8])=[CH:6][CH:5]=[C:4]([NH2:9])[C:3]=1[NH2:10].CO[C:13](=N)[C:14]([Cl:17])([Cl:16])[Cl:15]. Product: [CH3:8][C:7]1[CH:6]=[CH:5][C:4]2[N:9]=[C:13]([C:14]([Cl:17])([Cl:16])[Cl:15])[NH:10][C:3]=2[C:2]=1[CH3:1]. The catalyst class is: 15. (5) Reactant: [C:1]([C:3]1[CH:4]=[N:5][C:6]([CH:14]([F:16])[F:15])=[C:7]([CH:13]=1)[C:8]([O:10]CC)=[O:9])#[N:2].O.O[Li].O.Cl. Product: [C:1]([C:3]1[CH:4]=[N:5][C:6]([CH:14]([F:16])[F:15])=[C:7]([CH:13]=1)[C:8]([OH:10])=[O:9])#[N:2]. The catalyst class is: 1. (6) Reactant: [CH2:1]([NH:4][CH:5]1[CH2:13][CH2:12][C:8]2[N:9]=[CH:10][S:11][C:7]=2[CH2:6]1)[CH2:2][CH3:3].[CH2:14]1[C:22]2[C:17](=[CH:18][CH:19]=[CH:20][CH:21]=2)[CH2:16][CH:15]1[NH:23][C:24](=[O:30])[CH2:25][CH2:26][CH2:27][CH:28]=O.C(O[BH-](OC(=O)C)OC(=O)C)(=O)C.[Na+]. Product: [CH2:14]1[C:22]2[C:17](=[CH:18][CH:19]=[CH:20][CH:21]=2)[CH2:16][CH:15]1[NH:23][C:24](=[O:30])[CH2:25][CH2:26][CH2:27][CH2:28][N:4]([CH2:1][CH2:2][CH3:3])[CH:5]1[CH2:13][CH2:12][C:8]2[N:9]=[CH:10][S:11][C:7]=2[CH2:6]1. The catalyst class is: 26. (7) Reactant: C(OC(=O)[NH:7][CH2:8][C:9]1[CH:14]=[CH:13][C:12]([C:15]([N:17]2[CH2:23][C:22]3([CH3:25])[CH2:24][CH:18]2[CH2:19][C:20]([CH3:27])([CH3:26])[CH2:21]3)=[O:16])=[CH:11][CH:10]=1)(C)(C)C.C(O)(C(F)(F)F)=O. Product: [NH2:7][CH2:8][C:9]1[CH:10]=[CH:11][C:12]([C:15]([N:17]2[CH2:23][C:22]3([CH3:25])[CH2:24][CH:18]2[CH2:19][C:20]([CH3:27])([CH3:26])[CH2:21]3)=[O:16])=[CH:13][CH:14]=1. The catalyst class is: 2.